This data is from CYP1A2 inhibition data for predicting drug metabolism from PubChem BioAssay. The task is: Regression/Classification. Given a drug SMILES string, predict its absorption, distribution, metabolism, or excretion properties. Task type varies by dataset: regression for continuous measurements (e.g., permeability, clearance, half-life) or binary classification for categorical outcomes (e.g., BBB penetration, CYP inhibition). Dataset: cyp1a2_veith. The compound is Cc1oc(-c2cccc(Cl)c2)[n+]([O-])c1C.Cl. The result is 1 (inhibitor).